This data is from Peptide-MHC class I binding affinity with 185,985 pairs from IEDB/IMGT. The task is: Regression. Given a peptide amino acid sequence and an MHC pseudo amino acid sequence, predict their binding affinity value. This is MHC class I binding data. The peptide sequence is KPIMSMGDII. The binding affinity (normalized) is 0.405. The MHC is HLA-B35:01 with pseudo-sequence HLA-B35:01.